From a dataset of Reaction yield outcomes from USPTO patents with 853,638 reactions. Predict the reaction yield, written as a fraction of the theoretical maximum amount of product (1.0 means a 100% yield; for example, 0.34 means a 34% yield). (1) The reactants are [O:1]=[C:2]1[CH:11]=[CH:10][C:9]2[CH:8]=[CH:7][C:6](=[O:12])[N:5]3[C@H:13]([CH2:15][N:16]4[CH2:21][CH2:20][CH:19]([NH:22]C(=O)OC(C)(C)C)[CH2:18][CH2:17]4)[CH2:14][N:3]1[C:4]=23.[ClH:30].CO. The catalyst is C(Cl)(Cl)Cl. The product is [ClH:30].[ClH:30].[NH2:22][CH:19]1[CH2:18][CH2:17][N:16]([CH2:15][C@H:13]2[N:5]3[C:4]4[N:3]([C:2](=[O:1])[CH:11]=[CH:10][C:9]=4[CH:8]=[CH:7][C:6]3=[O:12])[CH2:14]2)[CH2:21][CH2:20]1. The yield is 1.00. (2) The reactants are [OH:1][C:2]1[C:7]([C:8]#[N:9])=[CH:6][C:5]2[C:10]3([CH2:29][O:30][C:4]=2[CH:3]=1)[C:18]1[C:13](=[CH:14][CH:15]=[CH:16][CH:17]=1)[N:12]([CH2:19][C:20]1[CH:25]=[CH:24][C:23]([O:26][CH3:27])=[CH:22][CH:21]=1)[C:11]3=[O:28].Cl.[NH2:32][OH:33].C(N(CC)CC)C. The catalyst is C(O)C. The product is [OH:33][N:32]=[C:8]([C:7]1[C:2]([OH:1])=[CH:3][C:4]2[O:30][CH2:29][C:10]3([C:18]4[C:13](=[CH:14][CH:15]=[CH:16][CH:17]=4)[N:12]([CH2:19][C:20]4[CH:25]=[CH:24][C:23]([O:26][CH3:27])=[CH:22][CH:21]=4)[C:11]3=[O:28])[C:5]=2[CH:6]=1)[NH2:9]. The yield is 0.990. (3) The reactants are [Br:1][C:2]1[CH:3]=[C:4]([CH2:8]O)[CH:5]=[N:6][CH:7]=1.S(Cl)([Cl:12])=O.[OH-].[Na+]. The catalyst is C(Cl)Cl. The product is [Br:1][C:2]1[CH:7]=[N:6][CH:5]=[C:4]([CH2:8][Cl:12])[CH:3]=1. The yield is 0.930. (4) The reactants are [NH2:1][C:2]1[C:10]([NH2:11])=[CH:9][CH:8]=[CH:7][C:3]=1[C:4]([OH:6])=[O:5].[F:12][CH:13]([F:31])[C:14]1[CH:21]=[C:20]([O:22][CH2:23][CH2:24][N:25]2[CH2:30][CH2:29][O:28][CH2:27][CH2:26]2)[CH:19]=[CH:18][C:15]=1[CH:16]=O. No catalyst specified. The product is [F:31][CH:13]([F:12])[C:14]1[CH:21]=[C:20]([O:22][CH2:23][CH2:24][N:25]2[CH2:30][CH2:29][O:28][CH2:27][CH2:26]2)[CH:19]=[CH:18][C:15]=1[C:16]1[NH:1][C:2]2[C:3]([C:4]([OH:6])=[O:5])=[CH:7][CH:8]=[CH:9][C:10]=2[N:11]=1. The yield is 0.480.